This data is from Forward reaction prediction with 1.9M reactions from USPTO patents (1976-2016). The task is: Predict the product of the given reaction. Given the reactants [Cl:1][C:2]1[CH:18]=[CH:17][C:5]2[CH2:6][CH2:7][N:8]([C:11](=[O:16])[C:12]([F:15])([F:14])[F:13])[CH2:9][CH2:10][C:4]=2[C:3]=1OS(C(F)(F)F)(=O)=O.[F:27][C:28]([F:46])([F:45])[CH2:29][S:30][CH2:31][C:32]1([O:44][CH2:43][CH2:42][O:41]1)[C:33]1[CH:40]=[CH:39][C:36]([CH2:37][NH2:38])=[CH:35][CH:34]=1.C1C=CC(P(C2C(C3C(P(C4C=CC=CC=4)C4C=CC=CC=4)=CC=C4C=3C=CC=C4)=C3C(C=CC=C3)=CC=2)C2C=CC=CC=2)=CC=1.C(=O)([O-])[O-].[Cs+].[Cs+], predict the reaction product. The product is: [Cl:1][C:2]1[CH:18]=[CH:17][C:5]2[CH2:6][CH2:7][N:8]([C:11](=[O:16])[C:12]([F:13])([F:15])[F:14])[CH2:9][CH2:10][C:4]=2[C:3]=1[NH:38][CH2:37][C:36]1[CH:35]=[CH:34][C:33]([C:32]2([O:41][CH2:42][CH2:43][O:44]2)[CH2:31][S:30][CH2:29][C:28]([F:27])([F:45])[F:46])=[CH:40][CH:39]=1.